This data is from Forward reaction prediction with 1.9M reactions from USPTO patents (1976-2016). The task is: Predict the product of the given reaction. (1) Given the reactants [F:1][C:2]1[CH:3]=[C:4]([NH:8][C:9](=[O:18])/[CH:10]=[CH:11]/C2C=CC=CC=2)[CH:5]=[CH:6][CH:7]=1.[Cl-].[Cl-].[Cl-].[Al+3].FC1C(F)=C2C(C=CC(=O)N2)=CC=1, predict the reaction product. The product is: [F:1][C:2]1[CH:3]=[C:4]2[C:5]([CH:11]=[CH:10][C:9](=[O:18])[NH:8]2)=[CH:6][CH:7]=1. (2) Given the reactants C(OC([N:8]1[CH2:12][C:11](=[N:13][O:14][CH3:15])[CH2:10][C@H:9]1[C:16]([OH:18])=O)=O)(C)(C)C.[C:19]1([C:29]2[CH:34]=[CH:33][CH:32]=[CH:31][CH:30]=2)[CH:24]=[CH:23][C:22]([S:25](Cl)(=[O:27])=[O:26])=[CH:21][CH:20]=1.[NH:35]1[CH2:40][CH2:39][CH:38]([OH:41])[CH2:37][CH2:36]1, predict the reaction product. The product is: [CH3:15][O:14][N:13]=[C:11]1[CH2:10][CH:9]([C:16]([N:35]2[CH2:40][CH2:39][CH:38]([OH:41])[CH2:37][CH2:36]2)=[O:18])[N:8]([S:25]([C:22]2[CH:23]=[CH:24][C:19]([C:29]3[CH:34]=[CH:33][CH:32]=[CH:31][CH:30]=3)=[CH:20][CH:21]=2)(=[O:27])=[O:26])[CH2:12]1. (3) Given the reactants Cl.[CH2:2]([C:4]1[C:12]2[C:7](=[CH:8][C:9]([NH2:13])=[CH:10][CH:11]=2)[N:6]([C:14]2[CH:19]=[CH:18][CH:17]=[CH:16][CH:15]=2)[N:5]=1)[CH3:3].[C:20]([C:22]1[CH:23]=[C:24]([CH:28]=[CH:29][CH:30]=1)[C:25](O)=[O:26])#[N:21].CCN=C=NCCCN(C)C.Cl, predict the reaction product. The product is: [C:20]([C:22]1[CH:23]=[C:24]([CH:28]=[CH:29][CH:30]=1)[C:25]([NH:13][C:9]1[CH:8]=[C:7]2[C:12]([C:4]([CH2:2][CH3:3])=[N:5][N:6]2[C:14]2[CH:19]=[CH:18][CH:17]=[CH:16][CH:15]=2)=[CH:11][CH:10]=1)=[O:26])#[N:21]. (4) Given the reactants C[O:2][C:3]([C:5]1[CH:9]=[C:8]([CH2:10][CH2:11][S:12][CH3:13])[N:7]([CH2:14][C:15]2[CH:20]=[CH:19][CH:18]=[CH:17][CH:16]=2)[C:6]=1[CH:21]([CH3:23])[CH3:22])=[O:4].C[O:25][C:26]([C:28]1[CH:32]=[C:31]([CH:33]([CH3:35])[CH3:34])[N:30]([CH2:36][C:37]2[CH:42]=[CH:41][CH:40]=[CH:39][CH:38]=2)[C:29]=1[CH2:43][CH2:44][S:45][CH3:46])=[O:27].[OH-].[Na+], predict the reaction product. The product is: [CH2:14]([N:7]1[C:8]([CH2:10][CH2:11][S:12][CH3:13])=[CH:9][C:5]([C:3]([OH:4])=[O:2])=[C:6]1[CH:21]([CH3:23])[CH3:22])[C:15]1[CH:16]=[CH:17][CH:18]=[CH:19][CH:20]=1.[CH2:36]([N:30]1[C:31]([CH:33]([CH3:35])[CH3:34])=[CH:32][C:28]([C:26]([OH:27])=[O:25])=[C:29]1[CH2:43][CH2:44][S:45][CH3:46])[C:37]1[CH:38]=[CH:39][CH:40]=[CH:41][CH:42]=1. (5) Given the reactants C[O:2][C:3](=[O:38])[C:4]1[CH:9]=[CH:8][C:7]([O:10][C:11]2[CH:16]=[CH:15][C:14]([N:17]([CH:27]3[CH2:32][CH2:31][N:30]([CH:33]([CH3:37])[CH2:34][CH2:35][NH2:36])[CH2:29][CH2:28]3)[CH2:18][C:19]3[CH:24]=[CH:23][CH:22]=[C:21]([C:25]#[N:26])[CH:20]=3)=[CH:13][CH:12]=2)=[CH:6][CH:5]=1.[Cl:39][C:40]1[CH:48]=[CH:47][CH:46]=[C:45]([CH3:49])[C:41]=1[C:42](O)=[O:43], predict the reaction product. The product is: [Cl:39][C:40]1[CH:48]=[CH:47][CH:46]=[C:45]([CH3:49])[C:41]=1[C:42]([NH:36][CH2:35][CH2:34][CH:33]([N:30]1[CH2:29][CH2:28][CH:27]([N:17]([CH2:18][C:19]2[CH:24]=[CH:23][CH:22]=[C:21]([C:25]#[N:26])[CH:20]=2)[C:14]2[CH:13]=[CH:12][C:11]([O:10][C:7]3[CH:6]=[CH:5][C:4]([C:3]([OH:2])=[O:38])=[CH:9][CH:8]=3)=[CH:16][CH:15]=2)[CH2:32][CH2:31]1)[CH3:37])=[O:43]. (6) Given the reactants [Br:1][C:2]1[CH:7]=[CH:6][C:5]([N+:8]([O-:10])=[O:9])=[C:4](F)[CH:3]=1.[NH:12]1[CH2:19][CH2:18][CH2:17][C@H:13]1[C:14]([OH:16])=[O:15].C(=O)([O-])[O-].[K+].[K+].Cl, predict the reaction product. The product is: [Br:1][C:2]1[CH:7]=[CH:6][C:5]([N+:8]([O-:10])=[O:9])=[C:4]([N:12]2[CH2:19][CH2:18][CH2:17][CH:13]2[C:14]([OH:16])=[O:15])[CH:3]=1. (7) Given the reactants [CH2:1]([O:3][C:4]1[CH:16]=[C:15]([CH:17]([OH:24])[C:18]2[CH:23]=[CH:22][CH:21]=[CH:20][N:19]=2)[CH:14]=[CH:13][C:5]=1[O:6][CH2:7][C:8](OCC)=[O:9])[CH3:2].[H-].[Al+3].[Li+].[H-].[H-].[H-].O.O.O.O.O.O.O.O.O.O.S([O-])([O-])(=O)=O.[Na+].[Na+], predict the reaction product. The product is: [CH2:1]([O:3][C:4]1[CH:16]=[C:15]([CH:17]([OH:24])[C:18]2[CH:23]=[CH:22][CH:21]=[CH:20][N:19]=2)[CH:14]=[CH:13][C:5]=1[O:6][CH2:7][CH2:8][OH:9])[CH3:2]. (8) Given the reactants [OH:1][C:2]1[CH:10]=[CH:9][CH:8]=[C:7]2[C:3]=1[CH2:4][CH2:5][C:6]2=O.C([BH3-])#N.[Na+].C[Si](Cl)(C)C, predict the reaction product. The product is: [CH2:6]1[C:7]2[CH:8]=[CH:9][CH:10]=[C:2]([OH:1])[C:3]=2[CH2:4][CH2:5]1.